Predict the reactants needed to synthesize the given product. From a dataset of Full USPTO retrosynthesis dataset with 1.9M reactions from patents (1976-2016). (1) Given the product [Cl:6][C:7]1[CH:16]=[C:15]2[C:10]([CH2:11][CH:12]([CH3:2])[C:13](=[O:30])[N:14]2[CH:17]2[CH2:22][CH2:21][N:20]([C:23]([O:25][C:26]([CH3:27])([CH3:29])[CH3:28])=[O:24])[CH2:19][CH2:18]2)=[N:9][CH:8]=1, predict the reactants needed to synthesize it. The reactants are: O1CCC[CH2:2]1.[Cl:6][C:7]1[CH:16]=[C:15]2[C:10]([CH2:11][CH2:12][C:13](=[O:30])[N:14]2[CH:17]2[CH2:22][CH2:21][N:20]([C:23]([O:25][C:26]([CH3:29])([CH3:28])[CH3:27])=[O:24])[CH2:19][CH2:18]2)=[N:9][CH:8]=1.C[Si](C)(C)[N-][Si](C)(C)C.[Li+].CI. (2) The reactants are: CC(O)C.[C:5]([O:9][C:10]([NH:12][C@@H:13]([CH2:18][C:19]1[CH:24]=[CH:23][CH:22]=[CH:21][CH:20]=1)[C@H:14]([OH:17])[CH2:15]Cl)=[O:11])([CH3:8])([CH3:7])[CH3:6].[OH-].[Na+].C(O)(=O)CC(CC(O)=O)(C(O)=O)O. Given the product [C:5]([O:9][C:10]([NH:12][C@@H:13]([CH2:18][C:19]1[CH:24]=[CH:23][CH:22]=[CH:21][CH:20]=1)[C@@H:14]1[O:17][CH2:15]1)=[O:11])([CH3:8])([CH3:7])[CH3:6], predict the reactants needed to synthesize it. (3) Given the product [Br:1][C:2]1[CH:10]=[C:9]([CH3:11])[CH:8]=[CH:7][C:3]=1[C:4]([NH:34][CH2:33][C:29]1[CH:28]=[C:27]([CH:32]=[CH:31][CH:30]=1)[O:26][C:23]1[CH:24]=[CH:25][C:20]([O:19][C:16]([CH3:18])([CH3:17])[C:15]([OH:37])=[O:14])=[C:21]([CH3:35])[CH:22]=1)=[O:6], predict the reactants needed to synthesize it. The reactants are: [Br:1][C:2]1[CH:10]=[C:9]([CH3:11])[CH:8]=[CH:7][C:3]=1[C:4]([OH:6])=O.C([O:14][C:15](=[O:37])[C:16]([O:19][C:20]1[CH:25]=[CH:24][C:23]([O:26][C:27]2[CH:32]=[CH:31][CH:30]=[C:29]([CH2:33][NH2:34])[CH:28]=2)=[CH:22][C:21]=1[CH2:35]C)([CH3:18])[CH3:17])C. (4) The reactants are: [O:1]1[C:5]2[CH:6]=[CH:7][CH:8]=[CH:9][C:4]=2[CH:3]=[C:2]1[C:10]1[N:14]2[N:15]=[C:16](Cl)[CH:17]=[CH:18][C:13]2=[N:12][CH:11]=1.[NH2:20][CH2:21][CH:22]([C:24]1[CH:29]=[CH:28][CH:27]=[CH:26][N:25]=1)[OH:23].[Cl-].[NH4+]. Given the product [O:1]1[C:5]2[CH:6]=[CH:7][CH:8]=[CH:9][C:4]=2[CH:3]=[C:2]1[C:10]1[N:14]2[N:15]=[C:16]([NH:20][CH2:21][CH:22]([C:24]3[CH:29]=[CH:28][CH:27]=[CH:26][N:25]=3)[OH:23])[CH:17]=[CH:18][C:13]2=[N:12][CH:11]=1, predict the reactants needed to synthesize it. (5) Given the product [F:33][C:9]([F:8])([F:34])[C:10]1[CH:11]=[N:12][C:13]([N:16]2[CH2:32][CH2:31][C:19]3([CH2:23][NH:22][CH2:21][CH2:20]3)[CH2:18][CH2:17]2)=[N:14][CH:15]=1, predict the reactants needed to synthesize it. The reactants are: C(O)(C(F)(F)F)=O.[F:8][C:9]([F:34])([F:33])[C:10]1[CH:11]=[N:12][C:13]([N:16]2[CH2:32][CH2:31][C:19]3([CH2:23][N:22](C(OC(C)(C)C)=O)[CH2:21][CH2:20]3)[CH2:18][CH2:17]2)=[N:14][CH:15]=1. (6) Given the product [CH3:19][C:8]([NH:7][CH2:1][CH2:2][CH2:3][C:4]#[CH:5])([CH3:18])[CH2:9][NH:10][C:11](=[O:17])[O:12][C:13]([CH3:15])([CH3:14])[CH3:16], predict the reactants needed to synthesize it. The reactants are: [CH:1](=O)[CH2:2][CH2:3][C:4]#[CH:5].[NH2:7][C:8]([CH3:19])([CH3:18])[CH2:9][NH:10][C:11](=[O:17])[O:12][C:13]([CH3:16])([CH3:15])[CH3:14].C(O[BH-](OC(=O)C)OC(=O)C)(=O)C.[Na+].C(=O)([O-])O.[Na+].